Dataset: Forward reaction prediction with 1.9M reactions from USPTO patents (1976-2016). Task: Predict the product of the given reaction. (1) Given the reactants [Cl:1][C:2]1[CH:23]=[CH:22][C:5]([O:6][C:7]2[CH:12]=[CH:11][C:10]([C:13]3([CH:16]=[O:17])C[CH2:14]3)=[C:9]([C:18]([F:21])([F:20])[F:19])[CH:8]=2)=[CH:4][CH:3]=1.C[S+](C)C.COS([O-])(=O)=O.[OH-].[Na+].[Na+].[Cl-], predict the reaction product. The product is: [Cl:1][C:2]1[CH:23]=[CH:22][C:5]([O:6][C:7]2[CH:12]=[CH:11][C:10]([C:13]3([CH3:14])[CH2:16][O:17]3)=[C:9]([C:18]([F:21])([F:20])[F:19])[CH:8]=2)=[CH:4][CH:3]=1. (2) Given the reactants [NH:1]1[CH:5]=[C:4]([C:6]([OH:8])=O)[CH:3]=[N:2]1.[N:9]1[CH:14]=[CH:13][CH:12]=[CH:11][C:10]=1[O:15][CH2:16][C@@H:17]1[CH2:22][CH2:21][C@H:20]([CH2:23][NH2:24])[CH2:19][CH2:18]1, predict the reaction product. The product is: [N:9]1[CH:14]=[CH:13][CH:12]=[CH:11][C:10]=1[O:15][CH2:16][C@@H:17]1[CH2:22][CH2:21][C@H:20]([CH2:23][NH:24][C:6]([C:4]2[CH:3]=[N:2][NH:1][CH:5]=2)=[O:8])[CH2:19][CH2:18]1.